Dataset: Reaction yield outcomes from USPTO patents with 853,638 reactions. Task: Predict the reaction yield, written as a fraction of the theoretical maximum amount of product (1.0 means a 100% yield; for example, 0.34 means a 34% yield). The reactants are [Br:1][C:2]1[CH:11]=[C:10]2[C:5]([CH:6]=[CH:7][C:8]([C:12]([OH:14])=O)=[N:9]2)=[CH:4][CH:3]=1.[NH2:15][C:16]1[CH:17]=[N:18][CH:19]=[CH:20][C:21]=1[N:22]1[CH2:27][C@H:26]([CH3:28])[C@@H:25]([O:29][Si:30]([C:33]([CH3:36])([CH3:35])[CH3:34])([CH3:32])[CH3:31])[C@H:24]([NH:37][C:38](=[O:44])[O:39][C:40]([CH3:43])([CH3:42])[CH3:41])[CH2:23]1.CN(C(ON1N=NC2C=CC=NC1=2)=[N+](C)C)C.F[P-](F)(F)(F)(F)F.CCN(C(C)C)C(C)C. The catalyst is CN(C=O)C. The product is [Br:1][C:2]1[CH:11]=[C:10]2[C:5]([CH:6]=[CH:7][C:8]([C:12]([NH:15][C:16]3[CH:17]=[N:18][CH:19]=[CH:20][C:21]=3[N:22]3[CH2:27][C@H:26]([CH3:28])[C@@H:25]([O:29][Si:30]([C:33]([CH3:36])([CH3:35])[CH3:34])([CH3:32])[CH3:31])[C@H:24]([NH:37][C:38](=[O:44])[O:39][C:40]([CH3:43])([CH3:42])[CH3:41])[CH2:23]3)=[O:14])=[N:9]2)=[CH:4][CH:3]=1. The yield is 0.890.